This data is from Forward reaction prediction with 1.9M reactions from USPTO patents (1976-2016). The task is: Predict the product of the given reaction. (1) Given the reactants [Cl:1][C:2]1[CH:3]=[CH:4][C:5]([O:14][CH2:15][C:16]2[CH:21]=[CH:20][CH:19]=[CH:18][CH:17]=2)=[C:6]([CH2:8][C:9]([O:11]CC)=[O:10])[CH:7]=1.[OH-].[Na+], predict the reaction product. The product is: [Cl:1][C:2]1[CH:3]=[CH:4][C:5]([O:14][CH2:15][C:16]2[CH:21]=[CH:20][CH:19]=[CH:18][CH:17]=2)=[C:6]([CH2:8][C:9]([OH:11])=[O:10])[CH:7]=1. (2) Given the reactants [Cl:1][C:2]1[CH:3]=[C:4]([C:9]2([C:22]([F:25])([F:24])[F:23])[O:13][N:12]=[C:11]([C:14]3[CH:15]=[CH:16][C:17]([CH3:21])=[C:18]([CH:20]=3)[NH2:19])[CH2:10]2)[CH:5]=[C:6]([Cl:8])[CH:7]=1.[F:26][C:27]1[CH:28]=[C:29]([CH:33]=[CH:34][CH:35]=1)[C:30](O)=[O:31].Cl.C(N(CC)CCCN=C=NCC)C.C(=O)([O-])O.[Na+], predict the reaction product. The product is: [Cl:1][C:2]1[CH:3]=[C:4]([C:9]2([C:22]([F:23])([F:25])[F:24])[O:13][N:12]=[C:11]([C:14]3[CH:15]=[CH:16][C:17]([CH3:21])=[C:18]([NH:19][C:30](=[O:31])[C:29]4[CH:33]=[CH:34][CH:35]=[C:27]([F:26])[CH:28]=4)[CH:20]=3)[CH2:10]2)[CH:5]=[C:6]([Cl:8])[CH:7]=1.